From a dataset of Reaction yield outcomes from USPTO patents with 853,638 reactions. Predict the reaction yield, written as a fraction of the theoretical maximum amount of product (1.0 means a 100% yield; for example, 0.34 means a 34% yield). (1) The reactants are Cl.CN.[CH2:4]([N:6](CC)CC)C.[C:11](Cl)(=[O:19])[CH2:12][CH2:13][CH2:14][CH2:15][CH2:16][CH2:17][CH3:18]. The catalyst is ClCCl. The product is [CH3:4][NH:6][C:11](=[O:19])[CH2:12][CH2:13][CH2:14][CH2:15][CH2:16][CH2:17][CH3:18]. The yield is 1.00. (2) The product is [C:1]1([C:7]2[S:8][CH:9]=[C:10]([CH:12]([OH:14])[CH3:13])[N:11]=2)[CH:2]=[CH:3][CH:4]=[CH:5][CH:6]=1. The yield is 0.950. The reactants are [C:1]1([C:7]2[S:8][CH:9]=[C:10]([C:12](=[O:14])[CH3:13])[N:11]=2)[CH:6]=[CH:5][CH:4]=[CH:3][CH:2]=1.[BH4-].[Na+].CO.CC(OCC1C2C(=CC=CC=2)C(COC(C)=O)=C2C=1C=CC=C2)=O. The catalyst is O1CCCC1. (3) The reactants are [Cl:1][C:2]1[CH:8]=[C:7]([O:9][C:10]2[C:19]3[C:14](=[CH:15][C:16]([O:22][CH3:23])=[C:17]([O:20][CH3:21])[CH:18]=3)[N:13]=[CH:12][N:11]=2)[CH:6]=[CH:5][C:3]=1[NH2:4].Cl[C:25](Cl)([O:27]C(=O)OC(Cl)(Cl)Cl)Cl.[CH3:36][CH2:37][CH:38]([OH:42])[CH2:39][CH2:40][CH3:41].C(=O)(O)[O-].[Na+]. The catalyst is C(Cl)Cl.C(N(CC)CC)C.C1(C)C=CC=CC=1. The product is [Cl:1][C:2]1[CH:8]=[C:7]([O:9][C:10]2[C:19]3[C:14](=[CH:15][C:16]([O:22][CH3:23])=[C:17]([O:20][CH3:21])[CH:18]=3)[N:13]=[CH:12][N:11]=2)[CH:6]=[CH:5][C:3]=1[NH:4][C:25](=[O:27])[O:42][CH:38]([CH2:37][CH3:36])[CH2:39][CH2:40][CH3:41]. The yield is 0.690. (4) The reactants are [N+:1]([C:4]1[CH:21]=[CH:20][C:7]([O:8][C:9]2[CH:10]=[C:11]3[C:15](=[CH:16][CH:17]=2)[C:14](=[O:18])[NH:13][C:12]3=[O:19])=[CH:6][CH:5]=1)([O-:3])=[O:2].[H-].[Na+].[CH3:24]I.O. The catalyst is CN(C=O)C. The product is [N+:1]([C:4]1[CH:21]=[CH:20][C:7]([O:8][C:9]2[CH:10]=[C:11]3[C:15](=[CH:16][CH:17]=2)[C:14](=[O:18])[N:13]([CH3:24])[C:12]3=[O:19])=[CH:6][CH:5]=1)([O-:3])=[O:2]. The yield is 0.830. (5) The reactants are [Cl:1][C:2]1[N:7]=[C:6]([CH2:8][C:9]([C:11]2[CH:16]=[CH:15][C:14]([CH3:17])=[C:13]([O:18][CH3:19])[CH:12]=2)=O)[CH:5]=[CH:4][N:3]=1.[CH2:20]([NH:22][C:23]([NH2:25])=[S:24])[CH3:21]. No catalyst specified. The product is [Cl:1][C:2]1[N:7]=[C:6]([C:8]2[S:24][C:23]([NH:22][CH2:20][CH3:21])=[N:25][C:9]=2[C:11]2[CH:16]=[CH:15][C:14]([CH3:17])=[C:13]([O:18][CH3:19])[CH:12]=2)[CH:5]=[CH:4][N:3]=1. The yield is 0.600. (6) The reactants are [F:1][C:2]([F:21])([F:20])[C:3]1[CH:4]=[C:5]([CH:17]=[CH:18][CH:19]=1)[O:6][C:7]1[CH:12]=[CH:11][C:10]([CH:13]=[CH:14][C:15]#[N:16])=[CH:9][CH:8]=1.[BH4-].[Na+]. The catalyst is C(O)C. The product is [F:1][C:2]([F:20])([F:21])[C:3]1[CH:4]=[C:5]([CH:17]=[CH:18][CH:19]=1)[O:6][C:7]1[CH:8]=[CH:9][C:10]([CH2:13][CH2:14][C:15]#[N:16])=[CH:11][CH:12]=1. The yield is 0.800. (7) The reactants are [CH3:1][O:2][CH:3]([O:19][CH3:20])[C@@:4]1([CH3:18])[C@@H:9]2[O:10][C@@H:8]2[C:7]2[CH:11]=[C:12]([N+:15]([O-:17])=[O:16])[CH:13]=[CH:14][C:6]=2[O:5]1.[CH3:21][O:22][C:23]1[CH:28]=[CH:27][C:26]([NH:29][CH2:30][C:31]2[NH:32][CH:33]=[CH:34][N:35]=2)=[CH:25][CH:24]=1. No catalyst specified. The product is [CH3:1][O:2][CH:3]([O:19][CH3:20])[C@@:4]1([CH3:18])[C@H:9]([OH:10])[C@@H:8]([N:29]([C:26]2[CH:27]=[CH:28][C:23]([O:22][CH3:21])=[CH:24][CH:25]=2)[CH2:30][C:31]2[NH:35][CH:34]=[CH:33][N:32]=2)[C:7]2[CH:11]=[C:12]([N+:15]([O-:17])=[O:16])[CH:13]=[CH:14][C:6]=2[O:5]1. The yield is 0.860. (8) The reactants are [Br:1][C:2]1[CH:7]=[CH:6][C:5]([C:8](=[O:10])[CH3:9])=[CH:4][CH:3]=1.[I:11]I.[N:13]1[CH:18]=[CH:17][CH:16]=[CH:15][CH:14]=1. The catalyst is O. The product is [I-:11].[Br:1][C:2]1[CH:7]=[CH:6][C:5]([C:8](=[O:10])[CH2:9][N+:13]2[CH:18]=[CH:17][CH:16]=[CH:15][CH:14]=2)=[CH:4][CH:3]=1. The yield is 0.760. (9) The reactants are [CH3:1][NH:2][C:3]1[CH:8]=[CH:7][C:6]([C:9]2[S:10][C:11]3[CH:17]=[C:16]([O:18]C)[CH:15]=[CH:14][C:12]=3[N:13]=2)=[CH:5][C:4]=1[I:20].B(Br)(Br)Br.O.C([O-])(O)=O.[Na+]. The catalyst is C(Cl)Cl. The product is [CH3:1][NH:2][C:3]1[CH:8]=[CH:7][C:6]([C:9]2[S:10][C:11]3[CH:17]=[C:16]([OH:18])[CH:15]=[CH:14][C:12]=3[N:13]=2)=[CH:5][C:4]=1[I:20]. The yield is 0.430. (10) The reactants are [CH3:1][O:2][C:3]1[CH:8]=[CH:7][C:6]([CH2:9][N:10]2[C:15](=[O:16])[C:14](/[CH:17]=[CH:18]/[C:19]([O:21][CH2:22][CH2:23][CH2:24][CH3:25])=[O:20])=[CH:13][C:12]([O:26]CC3C=CC(OC)=CC=3)=[N:11]2)=[CH:5][CH:4]=1.O1CCOCC1. The catalyst is C(O)C.[Pd]. The product is [CH3:1][O:2][C:3]1[CH:8]=[CH:7][C:6]([CH2:9][N:10]2[C:15](=[O:16])[C:14]([CH2:17][CH2:18][C:19]([O:21][CH2:22][CH2:23][CH2:24][CH3:25])=[O:20])=[CH:13][C:12](=[O:26])[NH:11]2)=[CH:5][CH:4]=1. The yield is 0.890.